From a dataset of Forward reaction prediction with 1.9M reactions from USPTO patents (1976-2016). Predict the product of the given reaction. (1) Given the reactants [Cl:1][C:2]1[N:7]=[CH:6][C:5]([CH2:8][N:9]2[C:13]([CH3:14])=[C:12]([C:15]3[CH:20]=[CH:19][C:18]([C:21]#[N:22])=[CH:17][CH:16]=3)[C:11]([C:23]#[N:24])=[C:10]2[CH3:25])=[CH:4][C:3]=1[CH2:26][OH:27], predict the reaction product. The product is: [Cl:1][C:2]1[N:7]=[CH:6][C:5]([CH2:8][N:9]2[C:13]([CH3:14])=[C:12]([C:15]3[CH:20]=[CH:19][C:18]([C:21]#[N:22])=[CH:17][CH:16]=3)[C:11]([C:23]#[N:24])=[C:10]2[CH3:25])=[CH:4][C:3]=1[CH:26]=[O:27]. (2) The product is: [CH2:1]([O:8][C:9]([NH:11][C:12]([CH3:17])([CH3:16])[C:13]([N:34]1[CH2:35][CH2:36][N:31]([CH3:30])[CH2:32][CH2:33]1)=[O:15])=[O:10])[C:2]1[CH:3]=[CH:4][CH:5]=[CH:6][CH:7]=1. Given the reactants [CH2:1]([O:8][C:9]([NH:11][C:12]([CH3:17])([CH3:16])[C:13]([OH:15])=O)=[O:10])[C:2]1[CH:7]=[CH:6][CH:5]=[CH:4][CH:3]=1.C(N1C=CN=C1)(N1C=CN=C1)=O.[CH3:30][N:31]1[CH2:36][CH2:35][NH:34][CH2:33][CH2:32]1.CO, predict the reaction product. (3) Given the reactants [CH3:1][O:2][C:3]1[CH:22]=[CH:21][C:6]([CH2:7][C@@H:8]2[C:12]3=[N:13][C:14]4[CH:19]=[CH:18][CH:17]=[CH:16][C:15]=4[N:11]3[C:10](=[O:20])[NH:9]2)=[CH:5][CH:4]=1.[NH2:23][C@H:24]1[CH2:29][CH2:28][C@H:27]([C:30]([O:32][CH3:33])=[O:31])[CH2:26][CH2:25]1.C(O)(C(F)(F)F)=O, predict the reaction product. The product is: [NH:11]1[C:15]2[CH:16]=[CH:17][CH:18]=[CH:19][C:14]=2[N:13]=[C:12]1[C@H:8]([NH:9][C:10](=[O:20])[NH:23][C@H:24]1[CH2:25][CH2:26][C@H:27]([C:30]([O:32][CH3:33])=[O:31])[CH2:28][CH2:29]1)[CH2:7][C:6]1[CH:5]=[CH:4][C:3]([O:2][CH3:1])=[CH:22][CH:21]=1. (4) Given the reactants [OH:1][C:2]1[CH:7]=[CH:6][C:5]([C:8]2[N:17]([CH3:18])[C:16](=[O:19])[C:15]3[C:10](=[C:11]([CH3:20])[CH:12]=[CH:13][CH:14]=3)[N:9]=2)=[CH:4][CH:3]=1.Cl[CH2:22][CH2:23][CH2:24]Br.C(=O)([O-])[O-].[K+].[K+].[I-].[K+].[NH:34]1[CH2:39][CH2:38][CH2:37][CH2:36][CH2:35]1, predict the reaction product. The product is: [CH3:18][N:17]1[C:16](=[O:19])[C:15]2[C:10](=[C:11]([CH3:20])[CH:12]=[CH:13][CH:14]=2)[N:9]=[C:8]1[C:5]1[CH:4]=[CH:3][C:2]([O:1][CH2:22][CH2:23][CH2:24][N:34]2[CH2:39][CH2:38][CH2:37][CH2:36][CH2:35]2)=[CH:7][CH:6]=1. (5) Given the reactants [C:1]([OH:10])(=[O:9])[C:2]1[C:3](=[CH:5][CH:6]=[CH:7][CH:8]=1)[NH2:4].N([O-])=O.[Na+].C([O-])(=O)C.[Na+].[N-:20]=[N+:21]=[N-].[Na+], predict the reaction product. The product is: [N:4]([C:3]1[CH:5]=[CH:6][CH:7]=[CH:8][C:2]=1[C:1]([OH:10])=[O:9])=[N+:20]=[N-:21]. (6) Given the reactants [Cl:1][C:2]1[CH:3]=[C:4]([C@H:9]([CH2:20][CH2:21][N:22]2[CH2:25][CH:24]([N:26]3[CH2:31][CH2:30][CH:29]([OH:32])[CH2:28][CH2:27]3)[CH2:23]2)[CH2:10][N:11](C)[C:12](=O)OC(C)(C)C)[CH:5]=[CH:6][C:7]=1[Cl:8].FC1C=CC(C(CCN2CC(N3CCSCC3)C2)CN(C)C(=O)OC(C)(C)C)=CC=1, predict the reaction product. The product is: [ClH:1].[ClH:1].[Cl:1][C:2]1[CH:3]=[C:4]([C@@H:9]([CH2:10][NH:11][CH3:12])[CH2:20][CH2:21][N:22]2[CH2:25][CH:24]([N:26]3[CH2:31][CH2:30][CH:29]([OH:32])[CH2:28][CH2:27]3)[CH2:23]2)[CH:5]=[CH:6][C:7]=1[Cl:8]. (7) Given the reactants [NH2:1][C@H:2]1[CH2:7][CH2:6][C@H:5]([NH:8][C:9]2[N:18]=[CH:17][C:16]3[C:11](=[CH:12][C:13]([C:19]([NH:21][CH2:22][C:23]4[CH:28]=[CH:27][CH:26]=[CH:25][CH:24]=4)=[O:20])=[CH:14][CH:15]=3)[N:10]=2)[CH2:4][CH2:3]1.[C:29](Cl)(=[O:31])[CH3:30].C(N(CC)CC)C.ClC(Cl)C.C(COC)OC, predict the reaction product. The product is: [C:29]([NH:1][C@H:2]1[CH2:3][CH2:4][C@H:5]([NH:8][C:9]2[N:18]=[CH:17][C:16]3[C:11](=[CH:12][C:13]([C:19]([NH:21][CH2:22][C:23]4[CH:24]=[CH:25][CH:26]=[CH:27][CH:28]=4)=[O:20])=[CH:14][CH:15]=3)[N:10]=2)[CH2:6][CH2:7]1)(=[O:31])[CH3:30]. (8) Given the reactants [S:1]1[CH:5]=[CH:4][CH:3]=[C:2]1[C:6]([O:8][CH2:9][CH3:10])=[O:7].[Li+].CC([N-]C(C)C)C.[S:19]1[CH:23]=[CH:22][CH:21]=[C:20]1[C:24]([C:26]1[S:27][CH:28]=[CH:29][CH:30]=1)=[O:25], predict the reaction product. The product is: [OH:25][C:24]([C:20]1[S:19][CH:23]=[CH:22][CH:21]=1)([C:26]1[S:27][CH:28]=[CH:29][CH:30]=1)[C:5]1[S:1][C:2]([C:6]([O:8][CH2:9][CH3:10])=[O:7])=[CH:3][CH:4]=1.